Dataset: Forward reaction prediction with 1.9M reactions from USPTO patents (1976-2016). Task: Predict the product of the given reaction. (1) The product is: [Cl:1][CH2:2][C:3]1[CH:11]=[CH:10][C:6]([C:7]([O:9][CH:12]([CH3:14])[CH3:13])=[O:8])=[CH:5][CH:4]=1. Given the reactants [Cl:1][CH2:2][C:3]1[CH:11]=[CH:10][C:6]([C:7]([OH:9])=[O:8])=[CH:5][CH:4]=1.[CH:12](O)([CH3:14])[CH3:13], predict the reaction product. (2) Given the reactants [CH2:1]([S:21][CH:22]([CH2:28][CH3:29])[C:23]([O:25]CC)=[O:24])[CH2:2][CH2:3][CH2:4]/[CH:5]=[CH:6]\[CH2:7]/[CH:8]=[CH:9]\[CH2:10]/[CH:11]=[CH:12]\[CH2:13]/[CH:14]=[CH:15]\[CH2:16]/[CH:17]=[CH:18]\[CH2:19][CH3:20].[Li+].[OH-].Cl, predict the reaction product. The product is: [CH2:1]([S:21][CH:22]([CH2:28][CH3:29])[C:23]([OH:25])=[O:24])[CH2:2][CH2:3][CH2:4]/[CH:5]=[CH:6]\[CH2:7]/[CH:8]=[CH:9]\[CH2:10]/[CH:11]=[CH:12]\[CH2:13]/[CH:14]=[CH:15]\[CH2:16]/[CH:17]=[CH:18]\[CH2:19][CH3:20].